Task: Predict the reactants needed to synthesize the given product.. Dataset: Full USPTO retrosynthesis dataset with 1.9M reactions from patents (1976-2016) (1) Given the product [N:1]1([CH2:5][CH2:6][N:7]2[CH:11]=[C:10]([C:12]3[CH:17]=[CH:16][N:15]=[C:14]([CH:18]([CH3:20])[CH3:19])[CH:13]=3)[N:9]=[C:8]2[CH:21]2[CH2:26][CH2:25][N:24]([C:27]3[N:32]=[CH:31][N:30]=[C:29]([NH2:33])[C:28]=3[C:35]3[CH:40]=[CH:39][CH:38]=[CH:37][CH:36]=3)[CH2:23][CH2:22]2)[CH2:4][CH2:3][CH2:2]1, predict the reactants needed to synthesize it. The reactants are: [N:1]1([CH2:5][CH2:6][N:7]2[CH:11]=[C:10]([C:12]3[CH:17]=[CH:16][N:15]=[C:14]([CH:18]([CH3:20])[CH3:19])[CH:13]=3)[N:9]=[C:8]2[CH:21]2[CH2:26][CH2:25][N:24]([C:27]3[N:32]=[CH:31][N:30]=[C:29]([NH2:33])[C:28]=3Br)[CH2:23][CH2:22]2)[CH2:4][CH2:3][CH2:2]1.[C:35]1(B(O)O)[CH:40]=[CH:39][CH:38]=[CH:37][CH:36]=1. (2) Given the product [CH:13]1([CH2:12][O:1][C:2]2[CH:3]=[C:4]3[C:8](=[CH:9][CH:10]=2)[NH:7][CH:6]=[CH:5]3)[CH2:15][CH2:14]1, predict the reactants needed to synthesize it. The reactants are: [OH:1][C:2]1[CH:3]=[C:4]2[C:8](=[CH:9][CH:10]=1)[NH:7][CH:6]=[CH:5]2.Br[CH2:12][CH:13]1[CH2:15][CH2:14]1.C(=O)([O-])[O-].[K+].[K+]. (3) Given the product [NH2:1][C:2]1[C:11]2[C:6](=[C:7]([C:26]3[CH:25]=[CH:24][C:23]([O:22][CH3:21])=[CH:28][C:27]=3[O:29][CH3:30])[C:8]([F:12])=[CH:9][CH:10]=2)[N:5]=[N:4][C:3]=1[C:14]([NH:16][CH:17]1[CH2:20][CH2:19][CH2:18]1)=[O:15], predict the reactants needed to synthesize it. The reactants are: [NH2:1][C:2]1[C:11]2[C:6](=[C:7](Br)[C:8]([F:12])=[CH:9][CH:10]=2)[N:5]=[N:4][C:3]=1[C:14]([NH:16][CH:17]1[CH2:20][CH2:19][CH2:18]1)=[O:15].[CH3:21][O:22][C:23]1[CH:28]=[C:27]([O:29][CH3:30])[CH:26]=[CH:25][C:24]=1B(O)O. (4) Given the product [Br:23][C:21]1[CH:20]=[CH:19][C:17]2[N:18]=[C:14]([NH:13][C:11]3[CH:12]=[C:7]([CH2:6][N:41]4[CH2:46][CH2:45][O:44][CH2:43][CH2:42]4)[N:8]=[C:9]([NH:24][C@H:25]4[CH2:26][CH2:27][C@H:28]([OH:31])[CH2:29][CH2:30]4)[N:10]=3)[S:15][C:16]=2[CH:22]=1, predict the reactants needed to synthesize it. The reactants are: CS(O[CH2:6][C:7]1[CH:12]=[C:11]([NH:13][C:14]2[S:15][C:16]3[CH:22]=[C:21]([Br:23])[CH:20]=[CH:19][C:17]=3[N:18]=2)[N:10]=[C:9]([NH:24][C@H:25]2[CH2:30][CH2:29][C@H:28]([OH:31])[CH2:27][CH2:26]2)[N:8]=1)(=O)=O.C(N(C(C)C)CC)(C)C.[NH:41]1[CH2:46][CH2:45][O:44][CH2:43][CH2:42]1.O. (5) The reactants are: [C:1]1([N:7]2[CH:11]=[C:10]([C:12]3[CH2:13][CH2:14][N:15](C(OC(C)(C)C)=O)[CH2:16][CH:17]=3)[N:9]=[N:8]2)[CH:6]=[CH:5][CH:4]=[CH:3][CH:2]=1. Given the product [C:1]1([N:7]2[CH:11]=[C:10]([C:12]3[CH2:13][CH2:14][NH:15][CH2:16][CH:17]=3)[N:9]=[N:8]2)[CH:2]=[CH:3][CH:4]=[CH:5][CH:6]=1, predict the reactants needed to synthesize it. (6) Given the product [C:27]([N:18]1[CH2:19][CH2:20][C:21]([CH3:25])([CH3:26])[CH2:22][C:23]2[CH:24]=[C:9]3[C:10]4[CH:11]=[C:2]([Br:1])[C:3]([O:31][CH3:32])=[CH:4][C:5]=4[CH2:6][CH2:7][N:8]3[C:15]=2[C:16]1=[O:17])([CH3:30])([CH3:29])[CH3:28], predict the reactants needed to synthesize it. The reactants are: [Br:1][C:2]1[CH:11]=[C:10]2[C:5]([CH2:6][CH2:7][N:8]([CH2:15][C:16]([N:18]([C:27]([CH3:30])([CH3:29])[CH3:28])[CH2:19][CH2:20][C:21]([CH3:26])([CH3:25])[CH2:22][C:23]#[CH:24])=[O:17])[CH:9]2C(O)=O)=[CH:4][C:3]=1[O:31][CH3:32].O.[NH4+].[OH-]. (7) The reactants are: Br[C:2]1[CH:3]=[CH:4][C:5]2[C:9]([Cl:10])=[C:8]([C:11]3[NH:12][CH2:13][CH2:14][N:15]=3)[S:7][C:6]=2[CH:16]=1.[S:17]1[CH:21]=[CH:20][CH:19]=[C:18]1B(O)O. Given the product [Cl:10][C:9]1[C:5]2[CH:4]=[CH:3][C:2]([C:18]3[S:17][CH:21]=[CH:20][CH:19]=3)=[CH:16][C:6]=2[S:7][C:8]=1[C:11]1[NH:12][CH2:13][CH2:14][N:15]=1, predict the reactants needed to synthesize it.